This data is from Catalyst prediction with 721,799 reactions and 888 catalyst types from USPTO. The task is: Predict which catalyst facilitates the given reaction. (1) Reactant: [C:1]([C:5]1[S:6][C:7]([NH:13][C:14]([O:16][CH2:17][C:18]([Cl:21])([Cl:20])[Cl:19])=[O:15])=[C:8]([C:10]([OH:12])=O)[N:9]=1)([CH3:4])([CH3:3])[CH3:2].P(Cl)(Cl)(Cl)(Cl)Cl.[CH3:28][N:29]1[CH2:34][CH2:33][NH:32][C:31]([CH3:36])([CH3:35])[C:30]1=[O:37].CCN(C(C)C)C(C)C. Product: [C:1]([C:5]1[S:6][C:7]([NH:13][C:14](=[O:15])[O:16][CH2:17][C:18]([Cl:21])([Cl:20])[Cl:19])=[C:8]([C:10]([N:32]2[CH2:33][CH2:34][N:29]([CH3:28])[C:30](=[O:37])[C:31]2([CH3:36])[CH3:35])=[O:12])[N:9]=1)([CH3:2])([CH3:3])[CH3:4]. The catalyst class is: 2. (2) Reactant: [Br:1][C:2]1[CH:3]=[C:4]2[C:10]([CH3:11])=[N:9][NH:8][C:5]2=[N:6][CH:7]=1.[C:12]([O:16][C:17](O[C:17]([O:16][C:12]([CH3:15])([CH3:14])[CH3:13])=[O:18])=[O:18])([CH3:15])([CH3:14])[CH3:13]. Product: [Br:1][C:2]1[CH:3]=[C:4]2[C:10]([CH3:11])=[N:9][N:8]([C:17]([O:16][C:12]([CH3:15])([CH3:14])[CH3:13])=[O:18])[C:5]2=[N:6][CH:7]=1. The catalyst class is: 10. (3) Reactant: [F:1][C:2]1[CH:23]=[CH:22][C:5]([CH2:6][NH:7][C:8]([C:10]2[CH:15]=[C:14]([C:16]3[N:17]=[N:18][NH:19][N:20]=3)[CH:13]=[C:12]([CH3:21])[N:11]=2)=[O:9])=[CH:4][CH:3]=1.C(N(CC)CC)C.[C:31]([O:35][C:36](=[O:39])[CH2:37]Br)([CH3:34])([CH3:33])[CH3:32]. Product: [C:31]([O:35][C:36](=[O:39])[CH2:37][N:18]1[N:19]=[N:20][C:16]([C:14]2[CH:13]=[C:12]([CH3:21])[N:11]=[C:10]([C:8](=[O:9])[NH:7][CH2:6][C:5]3[CH:22]=[CH:23][C:2]([F:1])=[CH:3][CH:4]=3)[CH:15]=2)=[N:17]1)([CH3:34])([CH3:33])[CH3:32]. The catalyst class is: 10. (4) Reactant: Cl[C:2]1[CH:7]=[CH:6][C:5]([S:8]([NH2:11])(=[O:10])=[O:9])=[CH:4][C:3]=1[N+:12]([O-:14])=[O:13].[CH:15]1([NH2:21])[CH2:20][CH2:19][CH2:18][CH2:17][CH2:16]1.C(N(CC)CC)C. Product: [CH:15]1([NH:21][C:2]2[CH:7]=[CH:6][C:5]([S:8]([NH2:11])(=[O:10])=[O:9])=[CH:4][C:3]=2[N+:12]([O-:14])=[O:13])[CH2:20][CH2:19][CH2:18][CH2:17][CH2:16]1. The catalyst class is: 10. (5) Reactant: [C:1]([O:5][C:6]([NH:8][C@@H:9]([CH3:14])[C:10](OC)=[O:11])=[O:7])([CH3:4])([CH3:3])[CH3:2].[NH2:15][NH2:16]. Product: [NH:15]([C:10](=[O:11])[C@@H:9]([NH:8][C:6](=[O:7])[O:5][C:1]([CH3:4])([CH3:3])[CH3:2])[CH3:14])[NH2:16]. The catalyst class is: 1. (6) Reactant: [CH3:1][S:2][C:3]1[N:8]=[C:7]([C:9]#[C:10][C:11]2[CH:16]=[CH:15][CH:14]=[C:13]([N+:17]([O-:19])=[O:18])[CH:12]=2)[CH:6]=[CH:5][N:4]=1.[I-].[NH2:21][N+:22]1[CH:27]=[CH:26][CH:25]=[CH:24][CH:23]=1.[OH-].[K+].CO. Product: [CH3:1][S:2][C:3]1[N:8]=[C:7]([C:9]2[C:10]([C:11]3[CH:16]=[CH:15][CH:14]=[C:13]([N+:17]([O-:19])=[O:18])[CH:12]=3)=[N:21][N:22]3[CH:27]=[CH:26][CH:25]=[CH:24][C:23]=23)[CH:6]=[CH:5][N:4]=1. The catalyst class is: 34. (7) Reactant: [CH3:1][N:2]1[C:10]2[CH:9]=[CH:8][CH:7]=[C:6]3[CH2:11][CH2:12][N:13]([C:15]([O:17][C:18]([CH3:21])([CH3:20])[CH3:19])=[O:16])[CH2:14][CH:4]([C:5]=23)[CH2:3]1.[Br:22]N1C(=O)CCC1=O.C(=O)(O)[O-].[Na+]. Product: [Br:22][C:7]1[CH:8]=[CH:9][C:10]2[N:2]([CH3:1])[CH2:3][CH:4]3[CH2:14][N:13]([C:15]([O:17][C:18]([CH3:21])([CH3:20])[CH3:19])=[O:16])[CH2:12][CH2:11][C:6]=1[C:5]=23. The catalyst class is: 10.